From a dataset of NCI-60 drug combinations with 297,098 pairs across 59 cell lines. Regression. Given two drug SMILES strings and cell line genomic features, predict the synergy score measuring deviation from expected non-interaction effect. (1) Drug 1: CC1=CC=C(C=C1)C2=CC(=NN2C3=CC=C(C=C3)S(=O)(=O)N)C(F)(F)F. Drug 2: CC1=C(C(=CC=C1)Cl)NC(=O)C2=CN=C(S2)NC3=CC(=NC(=N3)C)N4CCN(CC4)CCO. Cell line: SF-268. Synergy scores: CSS=2.98, Synergy_ZIP=4.51, Synergy_Bliss=8.16, Synergy_Loewe=-1.01, Synergy_HSA=1.90. (2) Drug 1: C1=CC=C(C(=C1)C(C2=CC=C(C=C2)Cl)C(Cl)Cl)Cl. Drug 2: CC(C)NC(=O)C1=CC=C(C=C1)CNNC.Cl. Cell line: NCI-H322M. Synergy scores: CSS=0.421, Synergy_ZIP=1.13, Synergy_Bliss=2.22, Synergy_Loewe=0.547, Synergy_HSA=0.563. (3) Drug 1: C1CN1P(=S)(N2CC2)N3CC3. Drug 2: C1CC(=O)NC(=O)C1N2C(=O)C3=CC=CC=C3C2=O. Cell line: PC-3. Synergy scores: CSS=14.6, Synergy_ZIP=-3.58, Synergy_Bliss=-2.26, Synergy_Loewe=-7.45, Synergy_HSA=-2.16. (4) Cell line: SK-MEL-28. Drug 1: CC(CN1CC(=O)NC(=O)C1)N2CC(=O)NC(=O)C2. Drug 2: CC1=C(C(CCC1)(C)C)C=CC(=CC=CC(=CC(=O)O)C)C. Synergy scores: CSS=2.97, Synergy_ZIP=-2.64, Synergy_Bliss=1.20, Synergy_Loewe=-2.03, Synergy_HSA=-1.88. (5) Drug 2: B(C(CC(C)C)NC(=O)C(CC1=CC=CC=C1)NC(=O)C2=NC=CN=C2)(O)O. Drug 1: C(CCl)NC(=O)N(CCCl)N=O. Synergy scores: CSS=40.4, Synergy_ZIP=-7.99, Synergy_Bliss=-13.9, Synergy_Loewe=-13.7, Synergy_HSA=-10.8. Cell line: SK-MEL-2.